Dataset: Retrosynthesis with 50K atom-mapped reactions and 10 reaction types from USPTO. Task: Predict the reactants needed to synthesize the given product. (1) Given the product CNC(=O)/C(=N/OC)c1ccccc1COc1cc(C)ccc1C, predict the reactants needed to synthesize it. The reactants are: CCl.CO/N=C(/C(N)=O)c1ccccc1COc1cc(C)ccc1C. (2) Given the product O=C(O)[C@@H](c1ccc(Cl)cc1)C1CC1, predict the reactants needed to synthesize it. The reactants are: COC(=O)C(c1ccc(Cl)cc1)C1CC1.